From a dataset of Full USPTO retrosynthesis dataset with 1.9M reactions from patents (1976-2016). Predict the reactants needed to synthesize the given product. (1) The reactants are: [CH:1]([CH:3]([CH2:9][C:10]([O:12][CH2:13][CH3:14])=[O:11])[C:4](OCC)=O)=[O:2].[CH3:15][NH:16][NH2:17]. Given the product [OH:2][C:1]1[N:16]([CH3:15])[N:17]=[CH:4][C:3]=1[CH2:9][C:10]([O:12][CH2:13][CH3:14])=[O:11], predict the reactants needed to synthesize it. (2) Given the product [Cl:1][C:2]1[C:3]([C:12]([F:15])([F:14])[F:13])=[N:4][N:5]([CH2:8][C:9]([N:27]2[CH2:28][CH2:29][CH2:30][C:31]3[N:23]([C:20]4[CH:21]=[CH:22][C:17]([F:16])=[CH:18][CH:19]=4)[N:24]=[CH:25][C:26]2=3)=[O:11])[C:6]=1[CH3:7], predict the reactants needed to synthesize it. The reactants are: [Cl:1][C:2]1[C:3]([C:12]([F:15])([F:14])[F:13])=[N:4][N:5]([CH2:8][C:9]([OH:11])=O)[C:6]=1[CH3:7].[F:16][C:17]1[CH:22]=[CH:21][C:20]([N:23]2[C:31]3[CH2:30][CH2:29][CH2:28][NH:27][C:26]=3[CH:25]=[N:24]2)=[CH:19][CH:18]=1. (3) Given the product [C:29]([O:28][C:27](=[O:33])[NH:26][CH2:25][C:22]1([CH2:21][O:20][C:15]2[CH:16]=[N:17][C:18]([Cl:19])=[C:13]([C:10]3[CH:11]=[CH:12][C:7]([N:6]=[C:34]=[S:35])=[CH:8][CH:9]=3)[CH:14]=2)[CH2:23][CH2:24]1)([CH3:30])([CH3:32])[CH3:31], predict the reactants needed to synthesize it. The reactants are: C(=O)([O-])O.[Na+].[NH2:6][C:7]1[CH:12]=[CH:11][C:10]([C:13]2[CH:14]=[C:15]([O:20][CH2:21][C:22]3([CH2:25][NH:26][C:27](=[O:33])[O:28][C:29]([CH3:32])([CH3:31])[CH3:30])[CH2:24][CH2:23]3)[CH:16]=[N:17][C:18]=2[Cl:19])=[CH:9][CH:8]=1.[C:34](Cl)(Cl)=[S:35].